Task: Predict the product of the given reaction.. Dataset: Forward reaction prediction with 1.9M reactions from USPTO patents (1976-2016) (1) Given the reactants [Br:1][C:2]1[CH:9]=[CH:8][C:5]([CH:6]=[O:7])=[C:4]([OH:10])[CH:3]=1.C([O-])([O-])=O.[K+].[K+].Br[CH:18]([CH3:21])[C:19]#[CH:20], predict the reaction product. The product is: [Br:1][C:2]1[CH:9]=[CH:8][C:5]([CH:6]=[O:7])=[C:4]([O:10][CH:19]([C:18]#[CH:21])[CH3:20])[CH:3]=1. (2) Given the reactants [CH3:1][N:2]1[CH2:15][CH2:14][C:5]2[NH:6][C:7]3[CH:8]=[CH:9][C:10]([CH3:13])=[CH:11][C:12]=3[C:4]=2[CH2:3]1.[OH-].[K+].Br[CH2:19][C:20]([C:22]1[CH:27]=[CH:26][CH:25]=[CH:24][CH:23]=1)=[O:21], predict the reaction product. The product is: [CH3:1][N:2]1[CH2:15][CH2:14][C:5]2[N:6]([CH2:19][C:20]([C:22]3[CH:27]=[CH:26][CH:25]=[CH:24][CH:23]=3)=[O:21])[C:7]3[CH:8]=[CH:9][C:10]([CH3:13])=[CH:11][C:12]=3[C:4]=2[CH2:3]1. (3) Given the reactants [N+:1]([C:4]1[CH:9]=[CH:8][C:7]([N:10]2[CH:14]=[C:13]([CH2:15][NH2:16])[N:12]=[N:11]2)=[CH:6][CH:5]=1)([O-:3])=[O:2].[C:17](=O)(O)[O-:18].[Na+].[C:22](Cl)(Cl)=[S:23], predict the reaction product. The product is: [CH3:17][O:18][C:22](=[S:23])[NH:16][CH2:15][C:13]1[N:12]=[N:11][N:10]([C:7]2[CH:8]=[CH:9][C:4]([N+:1]([O-:3])=[O:2])=[CH:5][CH:6]=2)[CH:14]=1. (4) The product is: [CH3:22][C:7]1([CH3:21])[C:8]2[NH:9][C:10]3[C:15](=[CH:14][CH:13]=[C:12]([C:19]#[N:20])[CH:11]=3)[C:16]=2[C:17](=[O:18])[C:5]2[CH:4]=[CH:3][C:2]([O:1][CH:33]3[CH2:32][O:31][CH:30]([C:24]4[CH:25]=[CH:26][CH:27]=[CH:28][CH:29]=4)[O:35][CH2:34]3)=[CH:23][C:6]1=2. Given the reactants [OH:1][C:2]1[CH:3]=[CH:4][C:5]2[C:17](=[O:18])[C:16]3[C:15]4[C:10](=[CH:11][C:12]([C:19]#[N:20])=[CH:13][CH:14]=4)[NH:9][C:8]=3[C:7]([CH3:22])([CH3:21])[C:6]=2[CH:23]=1.[C:24]1([CH:30]2[O:35][CH2:34][CH:33](O)[CH2:32][O:31]2)[CH:29]=[CH:28][CH:27]=[CH:26][CH:25]=1, predict the reaction product.